This data is from Catalyst prediction with 721,799 reactions and 888 catalyst types from USPTO. The task is: Predict which catalyst facilitates the given reaction. (1) Reactant: [CH-:1]1[CH:5]=[CH:4][CH:3]=[CH:2]1.[CH-:6]1[CH:10]=[CH:9][CH:8]=[CH:7]1.[Fe+2:11].C(N([P:17](N(CC)CC)[Cl:18])CC)C.[ClH:24].CCOCC. Product: [Cl:24][P:17]([Cl:18])[C-:1]1[CH:5]=[CH:4][CH:3]=[CH:2]1.[C-:6]1([P:17]([Cl:18])[Cl:24])[CH:10]=[CH:9][CH:8]=[CH:7]1.[Fe+2:11]. The catalyst class is: 28. (2) Reactant: Br[C:2]1[C:3]([CH3:10])=[C:4]([NH2:9])[C:5]([CH3:8])=[CH:6][CH:7]=1.[NH:11]1[CH2:15][CH2:14][CH2:13][CH2:12]1.CC(C)([O-])C.[Na+]. Product: [CH3:10][C:3]1[C:2]([N:11]2[CH2:15][CH2:14][CH2:13][CH2:12]2)=[CH:7][CH:6]=[C:5]([CH3:8])[C:4]=1[NH2:9]. The catalyst class is: 11. (3) Reactant: [C:1]1([C:7]2([C:10]3[N:15]=[C:14]4[S:16][C:17]([C:19]5[CH:20]=[C:21]6[C:25](=[CH:26][CH:27]=5)[N:24]([CH2:28][CH2:29][CH2:30][C:31]([O:33]C)=[O:32])[CH:23]=[CH:22]6)=[N:18][C:13]4=[CH:12][CH:11]=3)[CH2:9][CH2:8]2)[CH:6]=[CH:5][CH:4]=[CH:3][CH:2]=1.O.[OH-].[Li+]. Product: [C:1]1([C:7]2([C:10]3[N:15]=[C:14]4[S:16][C:17]([C:19]5[CH:20]=[C:21]6[C:25](=[CH:26][CH:27]=5)[N:24]([CH2:28][CH2:29][CH2:30][C:31]([OH:33])=[O:32])[CH:23]=[CH:22]6)=[N:18][C:13]4=[CH:12][CH:11]=3)[CH2:9][CH2:8]2)[CH:2]=[CH:3][CH:4]=[CH:5][CH:6]=1. The catalyst class is: 1.